Dataset: Forward reaction prediction with 1.9M reactions from USPTO patents (1976-2016). Task: Predict the product of the given reaction. (1) Given the reactants [Cl:1][C:2]1[CH:3]=[C:4]([CH:8]=[C:9]([Cl:11])[CH:10]=1)[CH:5]=[N:6][OH:7].ClN1C(=O)CCC1=O.[OH:20][CH2:21][C:22](=[CH2:28])[C:23]([O:25][CH2:26][CH3:27])=[O:24].C(N(CC)CC)C, predict the reaction product. The product is: [Cl:1][C:2]1[CH:3]=[C:4]([C:5]2[CH2:28][C:22]([CH2:21][OH:20])([C:23]([O:25][CH2:26][CH3:27])=[O:24])[O:7][N:6]=2)[CH:8]=[C:9]([Cl:11])[CH:10]=1. (2) Given the reactants I[C:2]1[CH:3]=[CH:4][C:5]([N:8]([CH3:10])[CH3:9])=[N:6][CH:7]=1.Cl[C:12]1[CH:17]=CC(C#C)=CN=1, predict the reaction product. The product is: [C:12]([C:2]1[CH:3]=[CH:4][C:5]([N:8]([CH3:10])[CH3:9])=[N:6][CH:7]=1)#[CH:17]. (3) The product is: [OH:15][CH2:14][C:7]1([C:5]([NH:4][CH:1]([CH3:3])[CH3:2])=[O:6])[CH2:12][CH2:11][CH2:10][NH:9][C:8]1=[O:13]. Given the reactants [CH:1]([NH:4][C:5]([CH:7]1[CH2:12][CH2:11][CH2:10][NH:9][C:8]1=[O:13])=[O:6])([CH3:3])[CH3:2].[CH2:14]=[O:15], predict the reaction product. (4) Given the reactants Br[C:2]1[CH:3]=[C:4]([CH2:8][CH2:9][CH2:10][N:11]2[C:19](=[O:20])[C:18]3[NH:17][C:16]([Cl:21])=[N:15][C:14]=3[N:13]([CH2:22][CH2:23][CH2:24][CH2:25][CH3:26])[C:12]2=[O:27])[CH:5]=[CH:6][CH:7]=1.Cl.CN(C)CC(O)=O.C(=O)([O-])[O-].[Cs+].[Cs+].[Cl:42][C:43]1[CH:44]=[C:45]([OH:49])[CH:46]=[CH:47][CH:48]=1, predict the reaction product. The product is: [Cl:21][C:16]1[NH:17][C:18]2[C:19](=[O:20])[N:11]([CH2:10][CH2:9][CH2:8][C:4]3[CH:5]=[CH:6][CH:7]=[C:2]([O:49][C:45]4[CH:46]=[CH:47][CH:48]=[C:43]([Cl:42])[CH:44]=4)[CH:3]=3)[C:12](=[O:27])[N:13]([CH2:22][CH2:23][CH2:24][CH2:25][CH3:26])[C:14]=2[N:15]=1. (5) Given the reactants [C:1]([C:5]1[CH:6]=[C:7]([CH:10]=[C:11]([C:13]([CH3:16])([CH3:15])[CH3:14])[CH:12]=1)[CH:8]=[O:9])([CH3:4])([CH3:3])[CH3:2].CCN(C(C)C)C(C)C.[CH3:26][C:27](=[O:30])[CH:28]=[CH2:29], predict the reaction product. The product is: [C:13]([C:11]1[CH:10]=[C:7]([C:8](=[O:9])[CH2:29][CH2:28][C:27](=[O:30])[CH3:26])[CH:6]=[C:5]([C:1]([CH3:4])([CH3:3])[CH3:2])[CH:12]=1)([CH3:16])([CH3:15])[CH3:14]. (6) Given the reactants [CH3:1][S:2]([NH:5][C:6]1[CH:21]=[CH:20][C:9]2[NH:10][C:11]([CH2:16][C:17]([OH:19])=O)=[N:12][S:13](=[O:15])(=[O:14])[C:8]=2[CH:7]=1)(=[O:4])=[O:3].C1(N=C=NC2CCCCC2)CCCCC1.[CH2:37]([O:39][C:40]([CH:42]1[CH2:46][CH2:45][CH2:44][CH:43]1[NH:47][CH2:48][C:49]1[CH:54]=[CH:53][CH:52]=[CH:51][N:50]=1)=[O:41])[CH3:38], predict the reaction product. The product is: [CH2:37]([O:39][C:40]([CH:42]1[CH2:46][CH2:45][CH2:44][CH:43]1[N:47]([C:17](=[O:19])[CH2:16][C:11]1[NH:10][C:9]2[CH:20]=[CH:21][C:6]([NH:5][S:2]([CH3:1])(=[O:3])=[O:4])=[CH:7][C:8]=2[S:13](=[O:14])(=[O:15])[N:12]=1)[CH2:48][C:49]1[CH:54]=[CH:53][CH:52]=[CH:51][N:50]=1)=[O:41])[CH3:38]. (7) Given the reactants [CH2:1]([N:3]([CH2:42][CH3:43])[C:4]1[CH:9]=[CH:8][C:7]([C:10]2([C:36]3C=CC=C[CH:37]=3)[O:15][C:14]3[C:16]4[C:21]([C:22](OS(C(F)(F)F)(=O)=O)=[C:23]([C:24]([O:26][CH3:27])=[O:25])[C:13]=3[CH:12]=[CH:11]2)=[CH:20][CH:19]=[CH:18][CH:17]=4)=[CH:6][CH:5]=1)[CH3:2].[CH2:44]([C:49]1[CH:54]=[CH:53][C:52]([C:55]2[CH:60]=[CH:59][C:58](B(O)O)=[CH:57][CH:56]=2)=[CH:51][CH:50]=1)[CH2:45][CH2:46][CH2:47][CH3:48].C([O-])([O-])=O.[K+].[K+].[C:70]1(C)[CH:75]=CC=[CH:72][CH:71]=1, predict the reaction product. The product is: [CH2:1]([N:3]([CH2:42][CH3:43])[C:4]1[CH:9]=[CH:8][C:7]([C:10]2([C:36]3[CH:37]=[CH:72][CH:71]=[CH:70][CH:75]=3)[O:15][C:14]3[C:16]4[C:21]([C:22]([C:58]5[CH:59]=[CH:60][C:55]([C:52]6[CH:53]=[CH:54][C:49]([CH2:44][CH2:45][CH2:46][CH2:47][CH3:48])=[CH:50][CH:51]=6)=[CH:56][CH:57]=5)=[C:23]([C:24]([O:26][CH3:27])=[O:25])[C:13]=3[CH:12]=[CH:11]2)=[CH:20][CH:19]=[CH:18][CH:17]=4)=[CH:6][CH:5]=1)[CH3:2]. (8) Given the reactants [O:1]1[C:6]2[CH:7]=[CH:8][CH:9]=[CH:10][C:5]=2[NH:4][CH2:3][CH2:2]1.[Cl:11][C:12]1[CH:13]=[C:14]([CH:18]=[C:19]([Cl:22])[C:20]=1[OH:21])[C:15](Cl)=[O:16], predict the reaction product. The product is: [Cl:11][C:12]1[CH:13]=[C:14]([C:15]([N:4]2[C:5]3[CH:10]=[CH:9][CH:8]=[CH:7][C:6]=3[O:1][CH2:2][CH2:3]2)=[O:16])[CH:18]=[C:19]([Cl:22])[C:20]=1[OH:21].